This data is from Reaction yield outcomes from USPTO patents with 853,638 reactions. The task is: Predict the reaction yield, written as a fraction of the theoretical maximum amount of product (1.0 means a 100% yield; for example, 0.34 means a 34% yield). (1) The reactants are C([O:6][CH3:7])(OC)OC.[CH3:8][N:9]([CH3:19])[CH2:10][CH2:11][CH2:12][C:13]1[CH:17]=[C:16]([CH3:18])[NH:15][CH:14]=1.O.[OH-].[Na+]. The catalyst is C(O)(C(F)(F)F)=O. The product is [CH3:19][N:9]([CH3:8])[CH2:10][CH2:11][CH2:12][C:13]1[CH:17]=[C:16]([CH3:18])[NH:15][C:14]=1[CH:7]=[O:6]. The yield is 0.760. (2) The reactants are [Mg].[C:2]1([CH2:8][CH2:9][C:10](=[O:14])[CH2:11][CH2:12][CH3:13])[CH:7]=[CH:6][CH:5]=[CH:4][CH:3]=1.Cl[CH2:16][C:17]([O:19][CH2:20][CH3:21])=[O:18].Cl[Si](C)(C)C.Cl. The catalyst is C1COCC1. The product is [OH:14][C:10]([CH2:9][CH2:8][C:2]1[CH:7]=[CH:6][CH:5]=[CH:4][CH:3]=1)([CH2:11][CH2:12][CH3:13])[CH2:16][C:17]([O:19][CH2:20][CH3:21])=[O:18]. The yield is 0.723. (3) The reactants are C([Li])CCC.[C:6](#[N:8])[CH3:7].C[O:10][C:11]([CH:13]1[CH2:17][CH2:16][CH2:15][CH2:14]1)=O. The catalyst is O1CCCC1. The product is [CH:13]1([C:11](=[O:10])[CH2:7][C:6]#[N:8])[CH2:17][CH2:16][CH2:15][CH2:14]1. The yield is 0.944. (4) The reactants are [CH3:1][C:2]([CH3:38])([CH3:37])[CH2:3][N:4]1[C:8]2=[N:9][C:10]([C:13]3[N:14]=[C:15]([C:25]4[C:30]([C:31]([F:34])([F:33])[F:32])=[CH:29][CH:28]=[CH:27][C:26]=4[F:35])[NH:16][C:17]=3[C:18]3[CH:23]=[CH:22][C:21]([F:24])=[CH:20][CH:19]=3)=[CH:11][CH:12]=[C:7]2[N:6]=[C:5]1[NH2:36].[CH3:39][S:40]([OH:43])(=[O:42])=[O:41]. The catalyst is CO. The product is [CH3:39][S:40]([OH:43])(=[O:42])=[O:41].[CH3:1][C:2]([CH3:38])([CH3:37])[CH2:3][N:4]1[C:8]2=[N:9][C:10]([C:13]3[N:14]=[C:15]([C:25]4[C:30]([C:31]([F:33])([F:32])[F:34])=[CH:29][CH:28]=[CH:27][C:26]=4[F:35])[NH:16][C:17]=3[C:18]3[CH:19]=[CH:20][C:21]([F:24])=[CH:22][CH:23]=3)=[CH:11][CH:12]=[C:7]2[N:6]=[C:5]1[NH2:36]. The yield is 0.879.